The task is: Predict the reactants needed to synthesize the given product.. This data is from Full USPTO retrosynthesis dataset with 1.9M reactions from patents (1976-2016). (1) Given the product [CH2:79]([O:78][C:76](=[O:77])[O:32][CH2:31][N:28]1[C:29]2[C:24](=[CH:23][CH:22]=[C:21]([O:20][CH2:19][CH2:18][CH2:17][CH2:16][N:13]3[CH2:14][CH2:15][N:10]([C:6]4[C:3]5[CH:4]=[CH:5][S:1][C:2]=5[CH:9]=[CH:8][CH:7]=4)[CH2:11][CH2:12]3)[CH:30]=2)[C:25]([CH3:35])([CH3:34])[CH2:26][C:27]1=[O:33])[CH2:80][CH2:81][CH2:82][CH2:83][CH2:84][CH2:85][CH2:86][CH2:87][CH3:88], predict the reactants needed to synthesize it. The reactants are: [S:1]1[CH:5]=[CH:4][C:3]2[C:6]([N:10]3[CH2:15][CH2:14][N:13]([CH2:16][CH2:17][CH2:18][CH2:19][O:20][C:21]4[CH:30]=[C:29]5[C:24]([C:25]([CH3:35])([CH3:34])[CH2:26][C:27](=[O:33])[N:28]5[CH2:31][OH:32])=[CH:23][CH:22]=4)[CH2:12][CH2:11]3)=[CH:7][CH:8]=[CH:9][C:2]1=2.S1C=CC2C(N3CCN(CCCCOC4C=C5C(C(C)(C)CC(=O)N5)=CC=4)CC3)=CC=CC1=2.N1C=CC=CC=1.Cl[C:76]([O:78][CH2:79][CH2:80][CH2:81][CH2:82][CH2:83][CH2:84][CH2:85][CH2:86][CH2:87][CH3:88])=[O:77]. (2) The reactants are: C1(P(C2C=CC=CC=2)C2C=CC=CC=2)C=CC=CC=1.CC(OC(/N=N/C(OC(C)C)=O)=O)C.[NH:34]1[C:42]2[C:37](=[CH:38][CH:39]=[C:40]([C:43]([O:45][CH2:46][CH3:47])=[O:44])[CH:41]=2)[CH:36]=[C:35]1[C:48]([O:50][CH2:51][CH3:52])=[O:49].[C:53]([O:57][C:58]([NH:60][CH2:61][C:62]1([CH2:75]O)[CH2:67][CH2:66][N:65]([C:68]([O:70][C:71]([CH3:74])([CH3:73])[CH3:72])=[O:69])[CH2:64][CH2:63]1)=[O:59])([CH3:56])([CH3:55])[CH3:54]. Given the product [C:71]([O:70][C:68]([N:65]1[CH2:66][CH2:67][C:62]([CH2:75][N:34]2[C:42]3[C:37](=[CH:38][CH:39]=[C:40]([C:43]([O:45][CH2:46][CH3:47])=[O:44])[CH:41]=3)[CH:36]=[C:35]2[C:48]([O:50][CH2:51][CH3:52])=[O:49])([CH2:61][NH:60][C:58]([O:57][C:53]([CH3:56])([CH3:55])[CH3:54])=[O:59])[CH2:63][CH2:64]1)=[O:69])([CH3:73])([CH3:74])[CH3:72], predict the reactants needed to synthesize it. (3) The reactants are: C[O:2][C:3](=[O:47])[CH2:4][CH:5]1[CH2:10][CH2:9][N:8]([C:11]([N:13]2[C@@:17]([C:19]3[CH:24]=[CH:23][C:22]([Cl:25])=[CH:21][CH:20]=3)([CH3:18])[C@@:16]([C:27]3[CH:32]=[CH:31][C:30]([Cl:33])=[CH:29][CH:28]=3)([CH3:26])[N:15]=[C:14]2[C:34]2[CH:35]=[N:36][C:37]([C:43]([CH3:46])([CH3:45])[CH3:44])=[CH:38][C:39]=2[O:40][CH2:41][CH3:42])=[O:12])[CH2:7][CH2:6]1.[OH-].[Li+].Cl. Given the product [C:43]([C:37]1[N:36]=[CH:35][C:34]([C:14]2[N:13]([C:11]([N:8]3[CH2:7][CH2:6][CH:5]([CH2:4][C:3]([OH:47])=[O:2])[CH2:10][CH2:9]3)=[O:12])[C@@:17]([C:19]3[CH:24]=[CH:23][C:22]([Cl:25])=[CH:21][CH:20]=3)([CH3:18])[C@@:16]([C:27]3[CH:32]=[CH:31][C:30]([Cl:33])=[CH:29][CH:28]=3)([CH3:26])[N:15]=2)=[C:39]([O:40][CH2:41][CH3:42])[CH:38]=1)([CH3:44])([CH3:45])[CH3:46], predict the reactants needed to synthesize it.